This data is from Full USPTO retrosynthesis dataset with 1.9M reactions from patents (1976-2016). The task is: Predict the reactants needed to synthesize the given product. (1) Given the product [C:1]([O:5][C:6]([N:8]1[CH2:13][CH2:12][CH:11]([NH:14][NH:15][C:16]([O:18][C:19]([CH3:22])([CH3:21])[CH3:20])=[O:17])[CH2:10][CH2:9]1)=[O:7])([CH3:4])([CH3:3])[CH3:2], predict the reactants needed to synthesize it. The reactants are: [C:1]([O:5][C:6]([N:8]1[CH2:13][CH2:12][C:11](=[N:14][NH:15][C:16]([O:18][C:19]([CH3:22])([CH3:21])[CH3:20])=[O:17])[CH2:10][CH2:9]1)=[O:7])([CH3:4])([CH3:3])[CH3:2].[BH4-].[Na+].C(=O)(O)[O-].[Na+]. (2) Given the product [ClH:1].[ClH:1].[CH2:14]([C:12]1[S:13][C:9]([C:7]2[CH:6]=[CH:5][N:4]=[C:3]([CH2:2][N:29]3[CH2:33][CH2:32][CH2:31][CH2:30]3)[CH:8]=2)=[C:10]([C:16]2[CH:21]=[CH:20][CH:19]=[C:18]([CH3:22])[CH:17]=2)[N:11]=1)[CH3:15], predict the reactants needed to synthesize it. The reactants are: [Cl:1][CH2:2][C:3]1[CH:8]=[C:7]([C:9]2[S:13][C:12]([CH2:14][CH3:15])=[N:11][C:10]=2[C:16]2[CH:21]=[CH:20][CH:19]=[C:18]([CH3:22])[CH:17]=2)[CH:6]=[CH:5][N:4]=1.C(=O)([O-])[O-].[K+].[K+].[NH:29]1[CH2:33][CH2:32][CH2:31][CH2:30]1. (3) The reactants are: [Br:1][C:2]1[CH:3]=[C:4]([C:11]([N:13]2[CH2:18][CH2:17][O:16][C:15]3[N:19]=[CH:20][C:21]([C:23]4[CH:28]=[CH:27][CH:26]=[C:25]([C:29]([F:32])([F:31])[F:30])[CH:24]=4)=[CH:22][C:14]2=3)=[O:12])[CH:5]=[C:6]([Br:10])[C:7]=1[O:8]C.[Br-].[Li+].N1CCNCC1. Given the product [Br:1][C:2]1[CH:3]=[C:4]([C:11]([N:13]2[CH2:18][CH2:17][O:16][C:15]3[N:19]=[CH:20][C:21]([C:23]4[CH:28]=[CH:27][CH:26]=[C:25]([C:29]([F:30])([F:32])[F:31])[CH:24]=4)=[CH:22][C:14]2=3)=[O:12])[CH:5]=[C:6]([Br:10])[C:7]=1[OH:8], predict the reactants needed to synthesize it. (4) Given the product [NH2:28][C:27]1[CH:29]=[CH:30][C:24]([CH:23]2[N:19]([C:16]3[CH:15]=[CH:14][C:13]([C:10]4[CH:11]=[N:12][C:7]([N:4]5[CH2:5][CH2:6][O:1][CH2:2][CH2:3]5)=[CH:8][CH:9]=4)=[CH:18][CH:17]=3)[CH:20]([C:31]3[CH:32]=[CH:33][C:34]([NH:35][C:44](=[O:45])[C@@H:43]([NH:42][C:40](=[O:41])[O:39][CH3:38])[CH:47]([CH3:49])[CH3:48])=[CH:36][CH:37]=3)[CH2:21][CH2:22]2)=[CH:25][CH:26]=1, predict the reactants needed to synthesize it. The reactants are: [O:1]1[CH2:6][CH2:5][N:4]([C:7]2[N:12]=[CH:11][C:10]([C:13]3[CH:18]=[CH:17][C:16]([N:19]4[CH:23]([C:24]5[CH:30]=[CH:29][C:27]([NH2:28])=[CH:26][CH:25]=5)[CH2:22][CH2:21][CH:20]4[C:31]4[CH:37]=[CH:36][C:34]([NH2:35])=[CH:33][CH:32]=4)=[CH:15][CH:14]=3)=[CH:9][CH:8]=2)[CH2:3][CH2:2]1.[CH3:38][O:39][C:40]([NH:42][C@@H:43]([CH:47]([CH3:49])[CH3:48])[C:44](O)=[O:45])=[O:41].CN(C(ON1N=NC2C=CC=NC1=2)=[N+](C)C)C.F[P-](F)(F)(F)(F)F.C(N(C(C)C)CC)(C)C. (5) Given the product [CH2:1]([O:8][C:9]1[CH:14]=[CH:13][C:12]([C:15]2[CH:16]=[CH:17][C:18]([O:21][C:22]([F:24])([F:25])[F:23])=[CH:19][CH:20]=2)=[CH:11][C:10]=1/[CH:26]=[CH:29]/[C:30]([OH:32])=[O:31])[C:2]1[CH:7]=[CH:6][CH:5]=[CH:4][CH:3]=1, predict the reactants needed to synthesize it. The reactants are: [CH2:1]([O:8][C:9]1[CH:14]=[CH:13][C:12]([C:15]2[CH:20]=[CH:19][C:18]([O:21][C:22]([F:25])([F:24])[F:23])=[CH:17][CH:16]=2)=[CH:11][C:10]=1[CH:26]=O)[C:2]1[CH:7]=[CH:6][CH:5]=[CH:4][CH:3]=1.C(O)(=O)[CH2:29][C:30]([OH:32])=[O:31].N1CCCCC1.Cl. (6) Given the product [NH2:24][C:20]1([C:17]2[CH:18]=[CH:19][C:14]([C:12]3[C:11]([C:32]4[CH:33]=[CH:34][CH:35]=[CH:36][CH:37]=4)=[CH:10][C:9]4[N:4]([CH2:3][C:1]#[N:2])[S:5](=[O:39])(=[O:38])[CH2:6][O:7][C:8]=4[N:13]=3)=[CH:15][CH:16]=2)[CH2:21][CH2:22][CH2:23]1, predict the reactants needed to synthesize it. The reactants are: [C:1]([CH2:3][N:4]1[C:9]2[CH:10]=[C:11]([C:32]3[CH:37]=[CH:36][CH:35]=[CH:34][CH:33]=3)[C:12]([C:14]3[CH:19]=[CH:18][C:17]([C:20]4([NH:24]C(=O)OC(C)(C)C)[CH2:23][CH2:22][CH2:21]4)=[CH:16][CH:15]=3)=[N:13][C:8]=2[O:7][CH2:6][S:5]1(=[O:39])=[O:38])#[N:2]. (7) Given the product [N:1]([CH2:4][C:5]1[C:6]([C:25]([Cl:29])=[O:26])=[N:7][C:8]([C:18]2[CH:19]=[CH:20][C:21]([Cl:24])=[CH:22][CH:23]=2)=[C:9]([C:11]2[CH:12]=[CH:13][C:14]([Cl:17])=[CH:15][CH:16]=2)[N:10]=1)=[N+:2]=[N-:3], predict the reactants needed to synthesize it. The reactants are: [N:1]([CH2:4][C:5]1[C:6]([C:25](O)=[O:26])=[N:7][C:8]([C:18]2[CH:23]=[CH:22][C:21]([Cl:24])=[CH:20][CH:19]=2)=[C:9]([C:11]2[CH:16]=[CH:15][C:14]([Cl:17])=[CH:13][CH:12]=2)[N:10]=1)=[N+:2]=[N-:3].C(Cl)[Cl:29]. (8) The reactants are: Br[C:2]1[CH:3]=[CH:4][C:5]([NH:8][CH2:9][CH2:10][N:11]2[CH2:16][CH2:15][O:14][CH2:13][CH2:12]2)=[N:6][CH:7]=1.BrC1C=C(C)C(N)=NC=1.[C:26]([C:30]1[CH:34]=[C:33]([NH:35][C:36](=[O:53])[CH2:37][C:38]2[CH:43]=[CH:42][C:41](B3OC(C)(C)C(C)(C)O3)=[CH:40][CH:39]=2)[O:32][N:31]=1)([CH3:29])([CH3:28])[CH3:27].C(C1ON=C(NC(=O)CC2C=CC(B3OC(C)(C)C(C)(C)O3)=CC=2)C=1)(C)(C)C. Given the product [C:26]([C:30]1[CH:34]=[C:33]([NH:35][C:36](=[O:53])[CH2:37][C:38]2[CH:39]=[CH:40][C:41]([C:2]3[CH:7]=[N:6][C:5]([NH:8][CH2:9][CH2:10][N:11]4[CH2:16][CH2:15][O:14][CH2:13][CH2:12]4)=[CH:4][CH:3]=3)=[CH:42][CH:43]=2)[O:32][N:31]=1)([CH3:29])([CH3:27])[CH3:28], predict the reactants needed to synthesize it. (9) Given the product [Cl:1][C:2]1[CH:15]=[N:14][C:5]2[NH:6][C:7]3[CH2:8][CH2:9][CH:10]([Br:16])[C:11](=[O:13])[C:12]=3[C:4]=2[CH:3]=1, predict the reactants needed to synthesize it. The reactants are: [Cl:1][C:2]1[CH:15]=[N:14][C:5]2[NH:6][C:7]3[CH2:8][CH2:9][CH2:10][C:11](=[O:13])[C:12]=3[C:4]=2[CH:3]=1.[Br-:16].[Br-].[Br-].C([N+](CCCC)(CCCC)CCCC)CCC.C([N+](CCCC)(CCCC)CCCC)CCC.C([N+](CCCC)(CCCC)CCCC)CCC.Cl. (10) Given the product [CH3:26][S:27]([C:30]1[CH:31]=[C:32]([N:36]2[C:5]([C:7]3[C:12](=[O:13])[CH:11]=[CH:10][N:9]([C:14]4[CH:19]=[CH:18][CH:17]=[C:16]([O:20][C:21]([F:24])([F:23])[F:22])[CH:15]=4)[N:8]=3)=[CH:4][CH:3]=[N:2]2)[CH:33]=[CH:34][CH:35]=1)(=[O:28])=[O:29], predict the reactants needed to synthesize it. The reactants are: C[N:2](C)/[CH:3]=[CH:4]/[C:5]([C:7]1[C:12](=[O:13])[CH:11]=[CH:10][N:9]([C:14]2[CH:19]=[CH:18][CH:17]=[C:16]([O:20][C:21]([F:24])([F:23])[F:22])[CH:15]=2)[N:8]=1)=O.[CH3:26][S:27]([C:30]1[CH:31]=[C:32]([NH:36]N)[CH:33]=[CH:34][CH:35]=1)(=[O:29])=[O:28].